Dataset: Peptide-MHC class I binding affinity with 185,985 pairs from IEDB/IMGT. Task: Regression. Given a peptide amino acid sequence and an MHC pseudo amino acid sequence, predict their binding affinity value. This is MHC class I binding data. (1) The binding affinity (normalized) is 0.0155. The peptide sequence is AVLLHEESM. The MHC is HLA-B54:01 with pseudo-sequence HLA-B54:01. (2) The peptide sequence is KAYKIISLK. The MHC is HLA-B51:01 with pseudo-sequence HLA-B51:01. The binding affinity (normalized) is 0.0847.